From a dataset of Catalyst prediction with 721,799 reactions and 888 catalyst types from USPTO. Predict which catalyst facilitates the given reaction. (1) The catalyst class is: 5. Reactant: [C:1]([N:4]1[C:13]2[C:8](=[CH:9][C:10]([C:14]3[CH:15]=[C:16]([CH:21]=[CH:22][CH:23]=3)[C:17]([O:19]C)=[O:18])=[CH:11][CH:12]=2)[C@H:7]([NH:24][C:25]2[CH:26]=[N:27][CH:28]=[CH:29][CH:30]=2)[CH2:6][C@@H:5]1[CH3:31])(=[O:3])[CH3:2].[OH-].[Na+]. Product: [C:1]([N:4]1[C:13]2[C:8](=[CH:9][C:10]([C:14]3[CH:15]=[C:16]([CH:21]=[CH:22][CH:23]=3)[C:17]([OH:19])=[O:18])=[CH:11][CH:12]=2)[C@H:7]([NH:24][C:25]2[CH:26]=[N:27][CH:28]=[CH:29][CH:30]=2)[CH2:6][C@@H:5]1[CH3:31])(=[O:3])[CH3:2].[CH:17]([OH:19])=[O:18]. (2) Reactant: C[O:2][C:3]1[N:8]=[CH:7][C:6]([CH:9]=[O:10])=[CH:5][CH:4]=1. Product: [OH:2][C:3]1[N:8]=[CH:7][C:6]([CH:9]=[O:10])=[CH:5][CH:4]=1. The catalyst class is: 33. (3) Reactant: [F-].C([N+](CCCC)(CCCC)CCCC)CCC.[C:19]([O:22][CH2:23][C:24]1[CH:29]=[CH:28][N:27]=[C:26]2[N:30]([C:36]3[CH:41]=[CH:40][C:39]([O:42][Si](C(C)C)(C(C)C)C(C)C)=[CH:38][CH:37]=3)[C:31](=[O:35])[N:32]([CH2:33][CH3:34])[C:25]=12)(=[O:21])[CH3:20].[Cl-].[Cl-].[Ca+2]. Product: [C:19]([O:22][CH2:23][C:24]1[CH:29]=[CH:28][N:27]=[C:26]2[N:30]([C:36]3[CH:37]=[CH:38][C:39]([OH:42])=[CH:40][CH:41]=3)[C:31](=[O:35])[N:32]([CH2:33][CH3:34])[C:25]=12)(=[O:21])[CH3:20]. The catalyst class is: 1. (4) Reactant: [CH3:1][C:2](=[CH2:30])[C:3]([N:5]1[C@@:9]2([CH2:13][CH2:12][N:11]([C@@H:14]([C:19]([O:21]CC3C=CC=CC=3)=[O:20])[CH2:15][CH:16]([CH3:18])[CH3:17])[C:10]2=[O:29])[CH2:8][CH2:7][CH2:6]1)=[O:4].O. Product: [CH3:30][C:2](=[CH2:1])[C:3]([N:5]1[C@@:9]2([CH2:13][CH2:12][N:11]([C@@H:14]([C:19]([OH:21])=[O:20])[CH2:15][CH:16]([CH3:18])[CH3:17])[C:10]2=[O:29])[CH2:8][CH2:7][CH2:6]1)=[O:4]. The catalyst class is: 5. (5) Reactant: [Cl:1][C:2]1[N:3]=[C:4]([C:9]([NH:11][C@H:12]2[CH2:17][CH2:16][N:15]([C:18]3[O:19][CH:20]=[C:21]([C:23]([O:25]CC)=[O:24])[N:22]=3)[CH2:14][C@H:13]2[O:28][CH3:29])=[O:10])[NH:5][C:6]=1[CH2:7][CH3:8].[OH-].[Li+]. Product: [Cl:1][C:2]1[N:3]=[C:4]([C:9]([NH:11][C@H:12]2[CH2:17][CH2:16][N:15]([C:18]3[O:19][CH:20]=[C:21]([C:23]([OH:25])=[O:24])[N:22]=3)[CH2:14][C@H:13]2[O:28][CH3:29])=[O:10])[NH:5][C:6]=1[CH2:7][CH3:8]. The catalyst class is: 5.